This data is from Forward reaction prediction with 1.9M reactions from USPTO patents (1976-2016). The task is: Predict the product of the given reaction. (1) Given the reactants Cl[C:2]1[C:3]2[N:4]([C:8]([CH:27]3[CH2:30][CH:29]([CH2:31][OH:32])[CH2:28]3)=[N:9][C:10]=2[C:11]2[CH:20]=[C:19]3[C:14]([CH:15]=[CH:16][C:17]([C:21]4[CH:26]=[CH:25][CH:24]=[CH:23][CH:22]=4)=[N:18]3)=[CH:13][CH:12]=2)[CH:5]=[CH:6][N:7]=1.[NH3:33], predict the reaction product. The product is: [NH2:33][C:2]1[C:3]2[N:4]([C:8]([CH:27]3[CH2:30][CH:29]([CH2:31][OH:32])[CH2:28]3)=[N:9][C:10]=2[C:11]2[CH:20]=[C:19]3[C:14]([CH:15]=[CH:16][C:17]([C:21]4[CH:26]=[CH:25][CH:24]=[CH:23][CH:22]=4)=[N:18]3)=[CH:13][CH:12]=2)[CH:5]=[CH:6][N:7]=1. (2) Given the reactants [N+](C1C=CC(C([O:10][C@H:11]([CH2:25][O:26][Si:27]([CH:34]([CH3:36])[CH3:35])([CH:31]([CH3:33])[CH3:32])[CH:28]([CH3:30])[CH3:29])[C@@H:12]([CH3:24])[NH:13][C:14](=[O:23])[O:15][CH2:16][C:17]2[CH:22]=[CH:21][CH:20]=[CH:19][CH:18]=2)=O)=CC=1)([O-])=O.[H-].C([Al+]CC(C)C)C(C)C.CO.[OH-].[Na+], predict the reaction product. The product is: [CH2:16]([O:15][C:14](=[O:23])[NH:13][C@@H:12]([C@H:11]([OH:10])[CH2:25][O:26][Si:27]([CH:31]([CH3:33])[CH3:32])([CH:34]([CH3:36])[CH3:35])[CH:28]([CH3:30])[CH3:29])[CH3:24])[C:17]1[CH:18]=[CH:19][CH:20]=[CH:21][CH:22]=1.